Dataset: Reaction yield outcomes from USPTO patents with 853,638 reactions. Task: Predict the reaction yield, written as a fraction of the theoretical maximum amount of product (1.0 means a 100% yield; for example, 0.34 means a 34% yield). (1) The reactants are [CH2:1]([OH:8])[C:2]1[CH:7]=[CH:6][CH:5]=[CH:4][CH:3]=1.C(=O)([O-])[O-].[K+].[K+].C1(C)C=CC=CC=1.F[C:23]1[CH:24]=[CH:25][C:26]([N+:31]([O-:33])=[O:32])=[C:27]([CH:30]=1)[NH:28][CH3:29]. The catalyst is [Cl-].C([N+](CCCC)(CCCC)CCCC)CCC.O. The product is [CH2:1]([O:8][C:23]1[CH:24]=[CH:25][C:26]([N+:31]([O-:33])=[O:32])=[C:27]([CH:30]=1)[NH:28][CH3:29])[C:2]1[CH:7]=[CH:6][CH:5]=[CH:4][CH:3]=1. The yield is 0.920. (2) The reactants are C(OC(=O)[NH:7][C@H:8]([C:13]1[O:14][C:15]([NH2:18])=[N:16][N:17]=1)[C:9]([CH3:12])([CH3:11])[CH3:10])(C)(C)C.[ClH:20].O1CCOCC1. No catalyst specified. The product is [ClH:20].[ClH:20].[NH2:7][C@H:8]([C:13]1[O:14][C:15]([NH2:18])=[N:16][N:17]=1)[C:9]([CH3:11])([CH3:12])[CH3:10]. The yield is 0.986.